Task: Predict the product of the given reaction.. Dataset: Forward reaction prediction with 1.9M reactions from USPTO patents (1976-2016) (1) Given the reactants [C:1]([C:5]1C=[C:7](C(=O)/C=C/C2C=CC(C(O)=O)=CC=2)[CH:8]=[C:9](C2C=CC(C)=CC=2)[C:10]=1[O:11][CH2:12][CH:13](C)C)(C)(C)[CH3:2].[OH2:36].O.O.O.O.O.O.[Cl-].[Ce+3].[Cl-].[Cl-].[BH4-].[Na+].[Cl-].[NH4+], predict the reaction product. The product is: [CH3:2][CH2:1][CH2:5][CH2:10][CH2:9][CH2:8][CH3:7].[C:10]([O:11][CH2:12][CH3:13])(=[O:36])[CH3:5]. (2) Given the reactants [N+:1]([C:4]1[CH:5]=[C:6]([C@H:10]([NH:12][C:13](=[O:22])[O:14][CH2:15][C:16]2[CH:21]=[CH:20][CH:19]=[CH:18][CH:17]=2)[CH3:11])[CH:7]=[CH:8][CH:9]=1)([O-])=O.CCO.O, predict the reaction product. The product is: [NH2:1][C:4]1[CH:5]=[C:6]([C@H:10]([NH:12][C:13](=[O:22])[O:14][CH2:15][C:16]2[CH:17]=[CH:18][CH:19]=[CH:20][CH:21]=2)[CH3:11])[CH:7]=[CH:8][CH:9]=1.